From a dataset of Forward reaction prediction with 1.9M reactions from USPTO patents (1976-2016). Predict the product of the given reaction. (1) Given the reactants [CH3:1][O:2][C:3]1[C:11]2[C:10]3[CH:12]=[CH:13][CH:14]=[C:15]([NH:16][C:17](=[O:19])[CH3:18])[C:9]=3[S:8][C:7]=2[C:6]([CH:20]=[O:21])=[CH:5][CH:4]=1.S(=O)(=O)([OH:24])N.Cl([O-])=O.[Na+], predict the reaction product. The product is: [CH3:1][O:2][C:3]1[C:11]2[C:10]3[CH:12]=[CH:13][CH:14]=[C:15]([NH:16][C:17](=[O:19])[CH3:18])[C:9]=3[S:8][C:7]=2[C:6]([C:20]([OH:24])=[O:21])=[CH:5][CH:4]=1. (2) The product is: [CH3:8][O:9][C:10]1[CH:16]=[CH:15][C:13]([N:14]2[CH2:19][CH2:20][CH2:21][C:22]2=[O:23])=[C:12]([CH3:17])[CH:11]=1. Given the reactants CCN(CC)CC.[CH3:8][O:9][C:10]1[CH:16]=[CH:15][C:13]([NH2:14])=[C:12]([CH3:17])[CH:11]=1.Cl[CH2:19][CH2:20][CH2:21][C:22](Cl)=[O:23].CC([O-])(C)C.[K+], predict the reaction product. (3) Given the reactants [CH2:1]([O:3][C:4](=[O:16])[CH2:5][N:6]1[C:14]2[C:9](=[CH:10][CH:11]=[C:12]([OH:15])[CH:13]=2)[CH:8]=[CH:7]1)[CH3:2].[CH3:17][N:18]1[C:22]([CH2:23][CH2:24][CH2:25]O)=[CH:21][C:20]([C:27]2[CH:32]=[CH:31][C:30]([C:33]([F:36])([F:35])[F:34])=[CH:29][CH:28]=2)=[N:19]1.CN(C)C(N=NC(N(C)C)=O)=O.C(P(CCCC)CCCC)CCC, predict the reaction product. The product is: [CH2:1]([O:3][C:4](=[O:16])[CH2:5][N:6]1[C:14]2[C:9](=[CH:10][CH:11]=[C:12]([O:15][CH2:25][CH2:24][CH2:23][C:22]3[N:18]([CH3:17])[N:19]=[C:20]([C:27]4[CH:32]=[CH:31][C:30]([C:33]([F:35])([F:36])[F:34])=[CH:29][CH:28]=4)[CH:21]=3)[CH:13]=2)[CH:8]=[CH:7]1)[CH3:2]. (4) Given the reactants S(Cl)([Cl:3])=O.O[CH2:6][CH2:7][N:8]1[CH2:12][CH2:11][CH2:10][C:9]1=[O:13], predict the reaction product. The product is: [Cl:3][CH2:6][CH2:7][N:8]1[CH2:12][CH2:11][CH2:10][C:9]1=[O:13]. (5) Given the reactants Cl[CH2:2][CH2:3][C:4]([C:10]1[CH:15]=[CH:14][CH:13]=[CH:12][CH:11]=1)([OH:9])[CH2:5][C:6]([CH3:8])=[CH2:7].[Br:16][C:17]1[CH:22]=[CH:21][C:20]([C@@H:23]([N:25]=[C:26]=[O:27])[CH3:24])=[CH:19][C:18]=1[CH3:28].BrC1C=CC([C@@H](N2CC[C@](CC(C)=C)(C3C=CC=CC=3)OC2=O)C)=CC=1, predict the reaction product. The product is: [Br:16][C:17]1[CH:22]=[CH:21][C:20]([C@@H:23]([N:25]2[CH2:2][CH2:3][C@:4]([CH2:5][C:6]([CH3:8])=[CH2:7])([C:10]3[CH:15]=[CH:14][CH:13]=[CH:12][CH:11]=3)[O:9][C:26]2=[O:27])[CH3:24])=[CH:19][C:18]=1[CH3:28]. (6) Given the reactants Br[CH2:2][C:3]([N:5]([CH:14]([CH3:16])[CH3:15])[C:6]1[CH:11]=[CH:10][C:9]([O:12][CH3:13])=[CH:8][CH:7]=1)=[O:4].[NH3:17], predict the reaction product. The product is: [CH:14]([N:5]([C:6]1[CH:11]=[CH:10][C:9]([O:12][CH3:13])=[CH:8][CH:7]=1)[C:3](=[O:4])[CH2:2][NH2:17])([CH3:16])[CH3:15]. (7) Given the reactants [CH3:1][O:2][CH:3]([O:6][CH3:7])[CH:4]=O.O.C(=O)([O-])[O-].[K+].[K+].[C:15]([O:18][CH2:19][CH3:20])(=[O:17])[CH3:16], predict the reaction product. The product is: [CH3:7][O:6][CH:3]([O:2][CH3:1])[CH:4]=[CH:16][C:15]([O:18][CH2:19][CH3:20])=[O:17]. (8) Given the reactants [Cl:1][C:2]1[CH:3]=[CH:4][C:5]2[N:11]3[CH:12]=[CH:13][CH:14]=[C:10]3[C@@H:9]([CH2:15][CH2:16][N:17]3[NH:21][N:20]=[C:19]([C:22]([CH3:29])([CH3:28])[C:23]([O:25]CC)=[O:24])[NH:18]3)[O:8][C@H:7]([C:30]3[CH:35]=[CH:34][CH:33]=[C:32]([O:36][CH3:37])[C:31]=3[O:38][CH3:39])[C:6]=2[CH:40]=1.C(=O)([O-])[O-].[K+].[K+], predict the reaction product. The product is: [Cl:1][C:2]1[CH:3]=[CH:4][C:5]2[N:11]3[CH:12]=[CH:13][CH:14]=[C:10]3[C@@H:9]([CH2:15][CH2:16][N:17]3[NH:21][N:20]=[C:19]([C:22]([CH3:29])([CH3:28])[C:23]([OH:25])=[O:24])[NH:18]3)[O:8][C@H:7]([C:30]3[CH:35]=[CH:34][CH:33]=[C:32]([O:36][CH3:37])[C:31]=3[O:38][CH3:39])[C:6]=2[CH:40]=1. (9) Given the reactants F[C:2]1[CH:7]=[CH:6][C:5]([NH:8][S:9]([CH2:12][CH3:13])(=[O:11])=[O:10])=[CH:4][C:3]=1[N+:14]([O-:16])=[O:15].[F:17][C:18]1([F:26])[CH2:23][CH2:22][CH:21]([CH2:24][NH2:25])[CH2:20][CH2:19]1.CCN(C(C)C)C(C)C.C(CN)O, predict the reaction product. The product is: [F:17][C:18]1([F:26])[CH2:23][CH2:22][CH:21]([CH2:24][NH:25][C:2]2[CH:7]=[CH:6][C:5]([NH:8][S:9]([CH2:12][CH3:13])(=[O:11])=[O:10])=[CH:4][C:3]=2[N+:14]([O-:16])=[O:15])[CH2:20][CH2:19]1. (10) The product is: [C:18]([C:19]1[NH:1][C:2]2[C:14]([CH:5]=1)=[CH:13][CH:12]=[C:7]([C:8]([OH:10])=[O:9])[CH:6]=2)(=[O:21])[NH2:16]. Given the reactants [N:1]#[C:2]Br.N[C:5]1[CH:6]=[C:7]([CH:12]=[CH:13][C:14]=1N)[C:8]([O:10]C)=[O:9].[NH3:16].Cl.[C:18]([O:21]CC)(=O)[CH3:19], predict the reaction product.